Dataset: Full USPTO retrosynthesis dataset with 1.9M reactions from patents (1976-2016). Task: Predict the reactants needed to synthesize the given product. The reactants are: CCCC[N+](CCCC)(CCCC)CCCC.[F-].[Si]([O:26][CH2:27][CH:28]([C:37]1([NH:40][C:41](=[O:47])[O:42][C:43]([CH3:46])([CH3:45])[CH3:44])[CH2:39][CH2:38]1)[CH2:29][C:30]1[CH:35]=[CH:34][C:33]([Cl:36])=[CH:32][CH:31]=1)(C(C)(C)C)(C)C.[NH4+].[Cl-]. Given the product [Cl:36][C:33]1[CH:34]=[CH:35][C:30]([CH2:29][CH:28]([C:37]2([NH:40][C:41](=[O:47])[O:42][C:43]([CH3:45])([CH3:44])[CH3:46])[CH2:39][CH2:38]2)[CH2:27][OH:26])=[CH:31][CH:32]=1, predict the reactants needed to synthesize it.